From a dataset of Forward reaction prediction with 1.9M reactions from USPTO patents (1976-2016). Predict the product of the given reaction. (1) Given the reactants Cl.Cl.[NH:3]1[CH2:8][CH2:7][CH:6]([CH2:9][CH2:10][CH2:11][CH2:12][NH:13][C:14]([C:16]2[NH:24][C:23]3[CH:22]=[CH:21][N:20]=[CH:19][C:18]=3[CH:17]=2)=[O:15])[CH2:5][CH2:4]1.CCN(CC)CC.O1CCOCC1.[Cl:38][C:39]1[CH:44]=[CH:43][C:42]([S:45](Cl)(=[O:47])=[O:46])=[CH:41][CH:40]=1, predict the reaction product. The product is: [Cl:38][C:39]1[CH:44]=[CH:43][C:42]([S:45]([N:3]2[CH2:8][CH2:7][CH:6]([CH2:9][CH2:10][CH2:11][CH2:12][NH:13][C:14]([C:16]3[NH:24][C:23]4[CH:22]=[CH:21][N:20]=[CH:19][C:18]=4[CH:17]=3)=[O:15])[CH2:5][CH2:4]2)(=[O:47])=[O:46])=[CH:41][CH:40]=1. (2) Given the reactants [F:1][C:2]1[CH:7]=[C:6]([N+:8]([O-:10])=[O:9])[CH:5]=[CH:4][C:3]=1[CH3:11].[Br:12]([O-])(=O)=O.[Na+].CCOC(C)=O.S(=O)(O)[O-].[Na+], predict the reaction product. The product is: [Br:12][CH2:11][C:3]1[CH:4]=[CH:5][C:6]([N+:8]([O-:10])=[O:9])=[CH:7][C:2]=1[F:1].